This data is from Reaction yield outcomes from USPTO patents with 853,638 reactions. The task is: Predict the reaction yield, written as a fraction of the theoretical maximum amount of product (1.0 means a 100% yield; for example, 0.34 means a 34% yield). (1) The reactants are C([O:14][C:15]([C:17]1([O:20]/[N:21]=[C:22](/[C:72]2[N:73]=[C:74]([NH:77]C(OC(C)(C)C)=O)[S:75][CH:76]=2)\[C:23]([NH:25][C@@H:26]2[C:29](=[O:30])[N:28]([S:31]([OH:34])(=[O:33])=[O:32])[C@@H:27]2[CH2:35][N:36]2[N:40]=[C:39]([CH:41]([N:43](C(OC(C)(C)C)=O)/[C:44](=[N:57]/C(OC(C)(C)C)=O)/[NH:45][CH2:46][CH2:47][CH2:48][NH:49]C(=O)OC(C)(C)C)[CH3:42])[CH:38]=[N:37]2)=[O:24])[CH2:19][CH2:18]1)=[O:16])(C1C=CC=CC=1)C1C=CC=CC=1.C(O)(C(F)(F)F)=O. The catalyst is C(Cl)Cl. The product is [NH2:49][CH2:48][CH2:47][CH2:46][NH:45][C:44](=[NH:57])[NH:43][CH:41]([C:39]1[CH:38]=[N:37][N:36]([CH2:35][C@@H:27]2[C@H:26]([NH:25][C:23](=[O:24])/[C:22](=[N:21]\[O:20][C:17]3([C:15]([OH:16])=[O:14])[CH2:19][CH2:18]3)/[C:72]3[N:73]=[C:74]([NH2:77])[S:75][CH:76]=3)[C:29](=[O:30])[N:28]2[S:31]([OH:34])(=[O:32])=[O:33])[N:40]=1)[CH3:42]. The yield is 0.390. (2) The reactants are [NH2:1][CH2:2][CH2:3][O:4][CH2:5][CH2:6][NH:7][C:8](=[O:14])[O:9][C:10]([CH3:13])([CH3:12])[CH3:11].[C:15](O)(=[O:22])[C:16]1[CH:21]=[CH:20][CH:19]=[N:18][CH:17]=1.CCN=C=NCCCN(C)C. The catalyst is CC#N.CCOC(C)=O. The product is [C:15]([NH:1][CH2:2][CH2:3][O:4][CH2:5][CH2:6][NH:7][C:8](=[O:14])[O:9][C:10]([CH3:11])([CH3:13])[CH3:12])(=[O:22])[C:16]1[CH:21]=[CH:20][CH:19]=[N:18][CH:17]=1. The yield is 0.440. (3) The reactants are [CH:1]1[CH:2]=[CH:3][C:4]2N(O)N=N[C:5]=2[CH:6]=1.[C:11]([O:14]C(=O)C)(=O)[CH3:12].[N:18]1C=CC=C[CH:19]=1. The catalyst is C(Cl)Cl. The product is [CH2:19]([NH:18][C:11](=[O:14])[CH3:12])[C:5]1[CH:4]=[CH:3][CH:2]=[CH:1][CH:6]=1. The yield is 1.00. (4) The reactants are [CH2:1]([O:3][C:4](=[O:36])[CH2:5][CH2:6][CH2:7][CH2:8][CH2:9][O:10][CH2:11][CH2:12][O:13][CH2:14][CH2:15][O:16][CH2:17][CH2:18][O:19][CH2:20][CH2:21][O:22][CH2:23][CH2:24][O:25][CH2:26][CH2:27][O:28]CC1C=CC=CC=1)[CH3:2]. The catalyst is C(O)C.[Pd]. The product is [CH2:1]([O:3][C:4](=[O:36])[CH2:5][CH2:6][CH2:7][CH2:8][CH2:9][O:10][CH2:11][CH2:12][O:13][CH2:14][CH2:15][O:16][CH2:17][CH2:18][O:19][CH2:20][CH2:21][O:22][CH2:23][CH2:24][O:25][CH2:26][CH2:27][OH:28])[CH3:2]. The yield is 0.790. (5) The reactants are [F:1][C:2]1[C:3]([NH:24][C:25]2[CH:30]=[CH:29][C:28]([I:31])=[CH:27][C:26]=2[F:32])=[C:4]([CH:12]=[C:13]([CH2:16][NH:17][O:18][CH2:19][CH2:20][S:21]([CH3:23])=[O:22])[C:14]=1[F:15])[C:5]([NH:7][O:8][CH2:9][CH2:10][OH:11])=[O:6].CO.I([O-])(=O)(=O)=[O:36].[Na+]. The catalyst is O. The product is [F:1][C:2]1[C:3]([NH:24][C:25]2[CH:30]=[CH:29][C:28]([I:31])=[CH:27][C:26]=2[F:32])=[C:4]([CH:12]=[C:13]([CH2:16][NH:17][O:18][CH2:19][CH2:20][S:21]([CH3:23])(=[O:36])=[O:22])[C:14]=1[F:15])[C:5]([NH:7][O:8][CH2:9][CH2:10][OH:11])=[O:6]. The yield is 0.130. (6) The reactants are [C:1]([O:5][C:6](=[O:32])[NH:7][CH2:8]C1CN(S(C2C=CC(F)=CC=2)(=O)=O)C2C=C([N+]([O-])=O)C=CC=2O1)([CH3:4])([CH3:3])[CH3:2].CI.[H-].[Na+]. The catalyst is C1COCC1.CCOC(C)=O. The product is [C:1]([O:5][C:6](=[O:32])[NH:7][CH3:8])([CH3:4])([CH3:3])[CH3:2]. The yield is 0.660. (7) The catalyst is C(Cl)Cl. The reactants are [CH:1]1([CH:6]([N:12]2[CH:16]=[C:15]([C:17]3[C:18]4[CH:25]=[CH:24][N:23](COCC[Si](C)(C)C)[C:19]=4[N:20]=[CH:21][N:22]=3)[CH:14]=[N:13]2)[CH2:7][CH:8]=[C:9]([F:11])[F:10])[CH2:5][CH2:4][CH2:3][CH2:2]1.[C:34]([OH:40])([C:36]([F:39])([F:38])[F:37])=[O:35]. The product is [F:37][C:36]([F:39])([F:38])[C:34]([OH:40])=[O:35].[CH:1]1([CH:6]([N:12]2[CH:16]=[C:15]([C:17]3[C:18]4[CH:25]=[CH:24][NH:23][C:19]=4[N:20]=[CH:21][N:22]=3)[CH:14]=[N:13]2)[CH2:7][CH:8]=[C:9]([F:10])[F:11])[CH2:5][CH2:4][CH2:3][CH2:2]1. The yield is 0.980.